This data is from Catalyst prediction with 721,799 reactions and 888 catalyst types from USPTO. The task is: Predict which catalyst facilitates the given reaction. (1) Reactant: [C:1]1([CH3:20])[CH:6]=[CH:5][C:4]([NH:7][C:8]([C:10]2[C:14]3[N:15]=[C:16](Cl)[N:17]=[CH:18][C:13]=3[S:12][CH:11]=2)=[O:9])=[CH:3][CH:2]=1.[NH2:21][C@@H:22]1[CH2:27][CH2:26][O:25][CH2:24][C@@H:23]1[NH:28][C:29](=[O:35])[O:30][C:31]([CH3:34])([CH3:33])[CH3:32].C(N(C(C)C)CC)(C)C. Product: [C:31]([O:30][C:29](=[O:35])[NH:28][C@@H:23]1[C@H:22]([NH:21][C:16]2[N:17]=[CH:18][C:13]3[S:12][CH:11]=[C:10]([C:8](=[O:9])[NH:7][C:4]4[CH:5]=[CH:6][CH:1]([CH3:20])[CH2:2][CH:3]=4)[C:14]=3[N:15]=2)[CH2:27][CH2:26][O:25][CH2:24]1)([CH3:34])([CH3:32])[CH3:33]. The catalyst class is: 346. (2) Reactant: [OH:1][CH2:2][C:3]#[C:4][C:5]1[CH:13]=[C:12]2[C:8]([CH2:9][O:10][C:11]2=[O:14])=[CH:7][CH:6]=1.[H][H]. Product: [OH:1][CH2:2][CH2:3][CH2:4][C:5]1[CH:13]=[C:12]2[C:8]([CH2:9][O:10][C:11]2=[O:14])=[CH:7][CH:6]=1. The catalyst class is: 43. (3) Reactant: [CH3:1][O:2][C:3](=[O:42])[CH2:4][C@H:5]1[C:9]2[CH:10]=[CH:11][C:12]([O:14][CH2:15][C:16]3[CH:17]=[C:18]([C:22]4[C:27]([CH3:28])=[CH:26][C:25]([O:29][CH:30]5[CH2:33][N:32](C(OC(C)(C)C)=O)[CH2:31]5)=[CH:24][C:23]=4[CH3:41])[CH:19]=[CH:20][CH:21]=3)=[CH:13][C:8]=2[O:7][CH2:6]1.[F:43][C:44]([F:49])([F:48])[C:45]([OH:47])=[O:46]. Product: [F:43][C:44]([F:49])([F:48])[C:45]([OH:47])=[O:46].[NH:32]1[CH2:33][CH:30]([O:29][C:25]2[CH:24]=[C:23]([CH3:41])[C:22]([C:18]3[CH:19]=[CH:20][CH:21]=[C:16]([CH2:15][O:14][C:12]4[CH:11]=[CH:10][C:9]5[C@H:5]([CH2:4][C:3]([O:2][CH3:1])=[O:42])[CH2:6][O:7][C:8]=5[CH:13]=4)[CH:17]=3)=[C:27]([CH3:28])[CH:26]=2)[CH2:31]1. The catalyst class is: 4. (4) Reactant: C([S:4][CH2:5][CH2:6][N:7]([CH2:22][CH2:23][C:24]1[CH:29]=[CH:28][CH:27]=[CH:26][CH:25]=1)[C:8](=[O:21])[NH:9][C@@H:10]([CH2:14][C:15]1[CH:20]=[CH:19][CH:18]=[CH:17][CH:16]=1)[C:11]([OH:13])=[O:12])(=O)C.O.C(OCC)(=O)C. Product: [SH:4][CH2:5][CH2:6][N:7]([CH2:22][CH2:23][C:24]1[CH:25]=[CH:26][CH:27]=[CH:28][CH:29]=1)[C:8](=[O:21])[NH:9][C@@H:10]([CH2:14][C:15]1[CH:16]=[CH:17][CH:18]=[CH:19][CH:20]=1)[C:11]([OH:13])=[O:12]. The catalyst class is: 328. (5) Reactant: C(OC[C:10]([N:12]([C:14]1[CH:19]=[CH:18][C:17]([NH:20][C:21]2[N:22]=[C:23]([NH:30][CH:31]3[CH2:34][CH2:33][CH2:32]3)[C:24]3[CH:29]=[CH:28][NH:27][C:25]=3[N:26]=2)=[CH:16][CH:15]=1)[CH3:13])=[O:11])C1C=CC=CC=1.C[CH2:36][OH:37]. Product: [CH:31]1([NH:30][C:23]2[C:24]3[CH:29]=[CH:28][NH:27][C:25]=3[N:26]=[C:21]([NH:20][C:17]3[CH:16]=[CH:15][C:14]([N:12]([CH3:13])[C:10](=[O:11])[O:37][CH3:36])=[CH:19][CH:18]=3)[N:22]=2)[CH2:32][CH2:33][CH2:34]1. The catalyst class is: 45. (6) Reactant: [I:1]/[CH:2]=[CH:3]/[CH2:4][OH:5].N#N.N1C=CN=C1.Cl[Si:14]([CH:21]([CH3:23])[CH3:22])([CH:18]([CH3:20])[CH3:19])[CH:15]([CH3:17])[CH3:16]. Product: [I:1]/[CH:2]=[CH:3]/[CH2:4][O:5][Si:14]([CH:21]([CH3:23])[CH3:22])([CH:18]([CH3:20])[CH3:19])[CH:15]([CH3:17])[CH3:16]. The catalyst class is: 2. (7) Reactant: [NH2:1][C@H:2]([C:5]1[CH:10]=[CH:9][C:8]([F:11])=[CH:7][CH:6]=1)[CH2:3][OH:4].[C:12](O)(=[O:17])[CH2:13][CH2:14][CH:15]=[CH2:16].CCN=C=NCCCN(C)C. Product: [F:11][C:8]1[CH:9]=[CH:10][C:5]([C@@H:2]([NH:1][C:12](=[O:17])[CH2:13][CH2:14][CH:15]=[CH2:16])[CH2:3][OH:4])=[CH:6][CH:7]=1. The catalyst class is: 79.